This data is from Clinical trial toxicity outcomes and FDA approval status for drugs. The task is: Regression/Classification. Given a drug SMILES string, predict its toxicity properties. Task type varies by dataset: regression for continuous values (e.g., LD50, hERG inhibition percentage) or binary classification for toxic/non-toxic outcomes (e.g., AMES mutagenicity, cardiotoxicity, hepatotoxicity). Dataset: clintox. (1) The drug is COc1c(N2C[C@@H]3CCC[NH2+][C@@H]3C2)c(F)cc2c(=O)c(C(=O)[O-])cn(C3CC3)c12. The result is 0 (passed clinical trial). (2) The molecule is [NH3+][C@H](Cc1cc(I)c(Oc2cc(I)c([O-])c(I)c2)c(I)c1)C(=O)[O-]. The result is 0 (passed clinical trial).